This data is from Catalyst prediction with 721,799 reactions and 888 catalyst types from USPTO. The task is: Predict which catalyst facilitates the given reaction. Reactant: C([N:4](C(C)C)CC)(C)C.[CH2:10]([O:17][C:18](=[O:31])[CH:19]([C:24]1[CH:29]=[CH:28][C:27]([Br:30])=[CH:26][CH:25]=1)[CH2:20][C:21](O)=[O:22])[C:11]1[CH:16]=[CH:15][CH:14]=[CH:13][CH:12]=1.[Cl-].[NH4+].CN(C(ON1N=NC2C=CC=NC1=2)=[N+](C)C)C.F[P-](F)(F)(F)(F)F. Product: [NH2:4][C:21](=[O:22])[CH2:20][CH:19]([C:24]1[CH:29]=[CH:28][C:27]([Br:30])=[CH:26][CH:25]=1)[C:18]([O:17][CH2:10][C:11]1[CH:16]=[CH:15][CH:14]=[CH:13][CH:12]=1)=[O:31]. The catalyst class is: 9.